The task is: Predict the reaction yield, written as a fraction of the theoretical maximum amount of product (1.0 means a 100% yield; for example, 0.34 means a 34% yield).. This data is from Reaction yield outcomes from USPTO patents with 853,638 reactions. The reactants are [Cl-].[CH:2]1[C:11]2[C:6](=[CH:7][CH:8]=[CH:9][CH:10]=2)[CH:5]=[CH:4][C:3]=1[C:12](=[O:15])[CH2:13][NH3+:14].[O:16]([C:23]1[CH:28]=[CH:27][C:26]([S:29](Cl)(=[O:31])=[O:30])=[CH:25][CH:24]=1)[C:17]1[CH:22]=[CH:21][CH:20]=[CH:19][CH:18]=1.CCN(CC)CC. The catalyst is CN(C=O)C. The product is [CH:2]1[C:11]2[C:6](=[CH:7][CH:8]=[CH:9][CH:10]=2)[CH:5]=[CH:4][C:3]=1[C:12](=[O:15])[CH2:13][NH:14][S:29]([C:26]1[CH:25]=[CH:24][C:23]([O:16][C:17]2[CH:22]=[CH:21][CH:20]=[CH:19][CH:18]=2)=[CH:28][CH:27]=1)(=[O:31])=[O:30]. The yield is 0.236.